Dataset: Reaction yield outcomes from USPTO patents with 853,638 reactions. Task: Predict the reaction yield, written as a fraction of the theoretical maximum amount of product (1.0 means a 100% yield; for example, 0.34 means a 34% yield). (1) The reactants are [F:1][C:2]1[CH:7]=[CH:6][C:5]([OH:8])=[C:4]([C:9]2([CH3:15])[CH2:14][CH2:13][CH2:12][CH2:11][CH2:10]2)[CH:3]=1.Cl[C:17]([O:19][CH3:20])=[O:18]. The catalyst is CN(C1C=CN=CC=1)C.C(Cl)Cl. The product is [C:17](=[O:18])([O:19][CH3:20])[O:8][C:5]1[CH:6]=[CH:7][C:2]([F:1])=[CH:3][C:4]=1[C:9]1([CH3:15])[CH2:14][CH2:13][CH2:12][CH2:11][CH2:10]1. The yield is 0.721. (2) The reactants are [NH:1]1[C:9]2[C:4](=[CH:5][C:6]([O:10][C:11]3[N:16]=[CH:15][N:14]=[C:13]([CH2:17][NH:18][CH3:19])[CH:12]=3)=[CH:7][CH:8]=2)[CH:3]=[CH:2]1.[C:28](O[C:28]([O:30][C:31]([CH3:34])([CH3:33])[CH3:32])=[O:29])([O:30][C:31]([CH3:34])([CH3:33])[CH3:32])=[O:29]. The catalyst is ClCCl. The product is [NH:1]1[C:9]2[C:4](=[CH:5][C:6]([O:10][C:11]3[N:16]=[CH:15][N:14]=[C:13]([CH2:17][N:18]([CH3:19])[C:28](=[O:29])[O:30][C:31]([CH3:32])([CH3:33])[CH3:34])[CH:12]=3)=[CH:7][CH:8]=2)[CH:3]=[CH:2]1. The yield is 0.710. (3) The reactants are [CH2:1]([NH:3][C:4]([N:6]1[C:14]2[C:9](=[CH:10][C:11]([O:15][C:16]3[CH:21]=[CH:20][N:19]=[C:18]([NH:22][C:23](=[O:31])OC4C=CC=CC=4)[N:17]=3)=[CH:12][CH:13]=2)[CH:8]=[CH:7]1)=[O:5])[CH3:2].C(N(CC)CC)C.Cl.[O:40]([NH2:42])[CH3:41]. The catalyst is O1CCCC1. The product is [CH2:1]([NH:3][C:4]([N:6]1[C:14]2[C:9](=[CH:10][C:11]([O:15][C:16]3[CH:21]=[CH:20][N:19]=[C:18]([NH:22][C:23]([NH:42][O:40][CH3:41])=[O:31])[N:17]=3)=[CH:12][CH:13]=2)[CH:8]=[CH:7]1)=[O:5])[CH3:2]. The yield is 0.217. (4) The reactants are [OH:1][C:2]1[CH:3]=[C:4]([CH:7]=[CH:8][C:9]=1[OH:10])[CH:5]=[O:6].[Br:11]Br.O. The catalyst is CC(O)=O. The product is [Br:11][C:8]1[CH:7]=[C:4]([CH:3]=[C:2]([OH:1])[C:9]=1[OH:10])[CH:5]=[O:6]. The yield is 0.480.